Task: Binary Classification. Given a drug SMILES string, predict its activity (active/inactive) in a high-throughput screening assay against a specified biological target.. Dataset: Tyrosyl-DNA phosphodiesterase HTS with 341,365 compounds (1) The molecule is S(c1nc(NCC)nc(c1)C(F)(F)F)c1ccc(cc1)C. The result is 0 (inactive). (2) The drug is s\1c2c([nH]c(=O)c1=C\c1cc(OC)ccc1)cc(C(=O)NCCN1CCCC1)cc2. The result is 0 (inactive). (3) The drug is Brc1sc(S(=O)(=O)N(CC(=O)Nc2ccc(cc2)C(OC)=O)C)cc1. The result is 0 (inactive). (4) The compound is O1CCN(CC(O)(c2ccc(OCCC)cc2)C)CC1. The result is 0 (inactive). (5) The drug is S=C(N1CCC(=O)CC1)NCCc1ccccc1. The result is 0 (inactive).